Dataset: Catalyst prediction with 721,799 reactions and 888 catalyst types from USPTO. Task: Predict which catalyst facilitates the given reaction. (1) Reactant: [N+:1]([C:4]1[CH:5]=[C:6]([CH:24]=[CH:25][CH:26]=1)[NH:7][C:8]1[CH:9]=[CH:10][C:11]2[C:17](=[O:18])[C:16]3[CH:19]=[CH:20][CH:21]=[CH:22][C:15]=3[CH2:14][O:13][C:12]=2[CH:23]=1)([O-])=O.Cl.[Sn]. Product: [NH2:1][C:4]1[CH:5]=[C:6]([CH:24]=[CH:25][CH:26]=1)[NH:7][C:8]1[CH:9]=[CH:10][C:11]2[C:17](=[O:18])[C:16]3[CH:19]=[CH:20][CH:21]=[CH:22][C:15]=3[CH2:14][O:13][C:12]=2[CH:23]=1. The catalyst class is: 32. (2) Reactant: [CH2:1]([O:8][C:9]([NH:11][CH:12]([CH2:17]P(OC)(OC)=O)[C:13]([O:15][CH3:16])=[O:14])=[O:10])[C:2]1[CH:7]=[CH:6][CH:5]=[CH:4][CH:3]=1.[CH3:24][N:25](C)[C:26](=N)[N:27]([CH3:29])C.N1C=CN=C1C=O. Product: [CH2:1]([O:8][C:9]([NH:11]/[C:12](=[CH:17]\[C:26]1[NH:25][CH:24]=[CH:29][N:27]=1)/[C:13]([O:15][CH3:16])=[O:14])=[O:10])[C:2]1[CH:3]=[CH:4][CH:5]=[CH:6][CH:7]=1. The catalyst class is: 7.